Dataset: Peptide-MHC class I binding affinity with 185,985 pairs from IEDB/IMGT. Task: Regression. Given a peptide amino acid sequence and an MHC pseudo amino acid sequence, predict their binding affinity value. This is MHC class I binding data. The peptide sequence is SLLFREVWK. The MHC is HLA-A24:03 with pseudo-sequence HLA-A24:03. The binding affinity (normalized) is 0.0847.